From a dataset of Forward reaction prediction with 1.9M reactions from USPTO patents (1976-2016). Predict the product of the given reaction. (1) Given the reactants [Br:1][C:2]1[CH:13]=[CH:12][C:5]2[CH:6]=[C:7]([C:9]([OH:11])=O)[S:8][C:4]=2[CH:3]=1.[ClH:14].Cl.[NH2:16][C@@H:17]1[CH:22]2[CH2:23][CH2:24][N:19]([CH2:20][CH2:21]2)[CH2:18]1.CN(C(ON1N=NC2C=CC=NC1=2)=[N+](C)C)C.F[P-](F)(F)(F)(F)F.C(N(CC)C(C)C)(C)C, predict the reaction product. The product is: [ClH:14].[N:19]12[CH2:24][CH2:23][CH:22]([CH2:21][CH2:20]1)[C@@H:17]([NH:16][C:9]([C:7]1[S:8][C:4]3[CH:3]=[C:2]([Br:1])[CH:13]=[CH:12][C:5]=3[CH:6]=1)=[O:11])[CH2:18]2. (2) Given the reactants C[O:2][C:3](=O)[CH2:4][C:5](=O)[CH3:6].[F:9][C:10]([F:26])([F:25])[C:11]1[CH:12]=[C:13]([C:21](=O)[CH2:22]Br)[CH:14]=[C:15]([C:17]([F:20])([F:19])[F:18])[CH:16]=1.[F:27][C:28]1[CH:29]=[C:30]([CH:33]=[CH:34][CH:35]=1)[CH2:31][NH2:32].[C@H:36]([NH2:40])([CH2:38][CH3:39])[CH3:37], predict the reaction product. The product is: [C@H:36]([NH:40][C:3]([C:4]1[CH:22]=[C:21]([C:13]2[CH:12]=[C:11]([C:10]([F:26])([F:25])[F:9])[CH:16]=[C:15]([C:17]([F:20])([F:19])[F:18])[CH:14]=2)[N:32]([CH2:31][C:30]2[CH:33]=[CH:34][CH:35]=[C:28]([F:27])[CH:29]=2)[C:5]=1[CH3:6])=[O:2])([CH2:38][CH3:39])[CH3:37]. (3) The product is: [F:1][C:2]1[C:20]([C:30]2[CH:31]=[C:32]3[C:27](=[CH:28][CH:29]=2)[N:26]=[C:25]([NH:24][CH3:23])[N:34]=[CH:33]3)=[C:19]([CH3:22])[CH:18]=[CH:17][C:3]=1[C:4]([NH:6][C:7]1[CH:12]=[CH:11][CH:10]=[C:9]([O:13][CH:14]([CH3:16])[CH3:15])[CH:8]=1)=[O:5]. Given the reactants [F:1][C:2]1[C:20](I)=[C:19]([CH3:22])[CH:18]=[CH:17][C:3]=1[C:4]([NH:6][C:7]1[CH:12]=[CH:11][CH:10]=[C:9]([O:13][CH:14]([CH3:16])[CH3:15])[CH:8]=1)=[O:5].[CH3:23][NH:24][C:25]1[N:34]=[CH:33][C:32]2[C:27](=[CH:28][CH:29]=[C:30](B3OC(C)(C)C(C)(C)O3)[CH:31]=2)[N:26]=1.C(=O)([O-])[O-].[Na+].[Na+], predict the reaction product. (4) Given the reactants [CH3:1][N:2]1[CH2:7][CH2:6][CH2:5][CH2:4][C@@H:3]1[C:8]([O:10]C1C(F)=C(F)C(F)=C(F)C=1F)=O.Cl.[NH2:23][C@@H:24]([C@@H:58]([CH3:61])[CH2:59][CH3:60])[C:25]([N:27]([C@@H:29]([CH:55]([CH3:57])[CH3:56])[CH2:30][C@H:31]([C:33]1[S:34][CH:35]=[C:36]([C:38]([NH:40][C@@H:41]([CH2:48][C:49]2[CH:54]=[CH:53][CH:52]=[CH:51][CH:50]=2)[CH2:42][C@H:43]([CH3:47])[C:44]([OH:46])=[O:45])=[O:39])[N:37]=1)[OH:32])[CH3:28])=[O:26].C(N(C(C)C)CC)(C)C.CO, predict the reaction product. The product is: [CH3:28][N:27]([C@@H:29]([CH:55]([CH3:56])[CH3:57])[CH2:30][C@H:31]([C:33]1[S:34][CH:35]=[C:36]([C:38]([NH:40][C@@H:41]([CH2:48][C:49]2[CH:54]=[CH:53][CH:52]=[CH:51][CH:50]=2)[CH2:42][C@H:43]([CH3:47])[C:44]([OH:46])=[O:45])=[O:39])[N:37]=1)[OH:32])[C:25](=[O:26])[C@@H:24]([NH:23][C:8]([C@H:3]1[CH2:4][CH2:5][CH2:6][CH2:7][N:2]1[CH3:1])=[O:10])[C@@H:58]([CH3:61])[CH2:59][CH3:60]. (5) Given the reactants [Cl:1][C:2]1[CH:18]=[CH:17][CH:16]=[C:15]([F:19])[C:3]=1[C:4]([NH:6][C:7]1[C:12]([F:13])=[CH:11][N:10]=[CH:9][C:8]=1[F:14])=[O:5].[Cl:20][C:21]1[CH:29]=[CH:28][CH:27]=[C:26]([F:30])[C:22]=1[C:23](Cl)=[O:24].FC1C=NC=C(F)C=1N, predict the reaction product. The product is: [Cl:1][C:2]1[CH:18]=[CH:17][CH:16]=[C:15]([F:19])[C:3]=1[C:4]([N:6]([C:23](=[O:24])[C:22]1[C:26]([F:30])=[CH:27][CH:28]=[CH:29][C:21]=1[Cl:20])[C:7]1[C:12]([F:13])=[CH:11][N:10]=[CH:9][C:8]=1[F:14])=[O:5]. (6) Given the reactants [CH3:1][C:2]1([CH3:15])[CH:7]=[CH:6][C:5]2[CH:8]=[CH:9][C:10]([N+:12]([O-:14])=[O:13])=[CH:11][C:4]=2[O:3]1.CN1C=CN=C1.Cl[O-].[Na+].S([O-])([O-])(=[O:27])=S.[Na+].[Na+].[OH2:32], predict the reaction product. The product is: [O:32]1[C@@H:6]2[C@@:7]1([OH:27])[C:2]([CH3:15])([CH3:1])[O:3][C:4]1[C:5]2=[CH:8][CH:9]=[C:10]([N+:12]([O-:14])=[O:13])[CH:11]=1. (7) Given the reactants [C:1]1([S:7]([N:10]2[C:18]3[C:13](=[CH:14][C:15]([C:19](=O)[CH:20](Br)[CH3:21])=[CH:16][CH:17]=3)[CH:12]=[C:11]2[C:24]2[C:29]([F:30])=[CH:28][CH:27]=[CH:26][C:25]=2[F:31])(=[O:9])=[O:8])[CH:6]=[CH:5][CH:4]=[CH:3][CH:2]=1.[C:32]([NH2:40])(=[S:39])[C:33]1[CH:38]=[CH:37][CH:36]=[N:35][CH:34]=1, predict the reaction product. The product is: [C:1]1([S:7]([N:10]2[C:18]3[C:13](=[CH:14][C:15]([C:19]4[N:40]=[C:32]([C:33]5[CH:34]=[N:35][CH:36]=[CH:37][CH:38]=5)[S:39][C:20]=4[CH3:21])=[CH:16][CH:17]=3)[CH:12]=[C:11]2[C:24]2[C:29]([F:30])=[CH:28][CH:27]=[CH:26][C:25]=2[F:31])(=[O:9])=[O:8])[CH:6]=[CH:5][CH:4]=[CH:3][CH:2]=1.